This data is from Forward reaction prediction with 1.9M reactions from USPTO patents (1976-2016). The task is: Predict the product of the given reaction. (1) Given the reactants [CH2:1]([Li])[CH2:2][CH2:3]C.CCCCCC.C(NC(C)C)(C)C.[CH3:19][C:20]1[N:21]=[CH:22][C:23]([C:26](=[O:28])[CH3:27])=[N:24][CH:25]=1.[Cl-].[Na+].[O:31]1CCCC1, predict the reaction product. The product is: [OH:31][C:2]([CH3:3])([CH3:1])[CH2:27][C:26]([C:23]1[CH:22]=[N:21][C:20]([CH3:19])=[CH:25][N:24]=1)=[O:28]. (2) Given the reactants [F:1][C:2]([F:7])([F:6])[C:3]([OH:5])=[O:4].[CH:8]([NH:11][C:12]([CH2:14][O:15][C:16]1[CH:17]=[C:18]([CH:38]=[CH:39][CH:40]=1)[C:19]([C:21]1[C:30]2[C:25](=[CH:26][C:27]([O:33][CH3:34])=[C:28]([O:31][CH3:32])[CH:29]=2)[C:24]([C:35]([OH:37])=[O:36])=[CH:23][N:22]=1)=[O:20])=[O:13])([CH3:10])C.[C:41]1([N:47]2CCN[CH2:49][CH2:48]2)[CH:46]=[CH:45][CH:44]=[CH:43][CH:42]=1, predict the reaction product. The product is: [F:1][C:2]([F:7])([F:6])[C:3]([OH:5])=[O:4].[CH3:34][O:33][C:27]1[CH:26]=[C:25]2[C:30](=[CH:29][C:28]=1[O:31][CH3:32])[C:21]([C:19](=[O:20])[C:18]1[CH:38]=[CH:39][CH:40]=[C:16]([O:15][CH2:14][C:12](=[O:13])[N:11]3[CH2:49][CH2:48][N:47]([C:41]4[CH:46]=[CH:45][CH:44]=[CH:43][CH:42]=4)[CH2:10][CH2:8]3)[CH:17]=1)=[N:22][CH:23]=[C:24]2[C:35]([OH:37])=[O:36].